From a dataset of Full USPTO retrosynthesis dataset with 1.9M reactions from patents (1976-2016). Predict the reactants needed to synthesize the given product. (1) Given the product [N:19]1([C:2]2[O:6][N:5]=[C:4]([C:7]3[CH:12]=[CH:11][C:10]([CH3:13])=[C:9]([N+:14]([O-:16])=[O:15])[CH:8]=3)[N:3]=2)[CH2:20][CH2:23][CH2:22]1, predict the reactants needed to synthesize it. The reactants are: Cl[C:2]1[O:6][N:5]=[C:4]([C:7]2[CH:12]=[CH:11][C:10]([CH3:13])=[C:9]([N+:14]([O-:16])=[O:15])[CH:8]=2)[N:3]=1.C([N:19]([CH2:22][CH3:23])[CH2:20]C)C.Cl.N1CCC1. (2) Given the product [Br:2][C:3]1[CH:11]=[CH:10][C:6]([C:7]([OH:9])=[O:8])=[C:5]2[C:4]=1[C:20]1[CH2:19][CH2:18][CH:17]([C:21]([O:23][CH2:24][CH3:25])=[O:22])[CH2:16][C:15]=1[NH:12]2, predict the reactants needed to synthesize it. The reactants are: Cl.[Br:2][C:3]1[CH:11]=[CH:10][C:6]([C:7]([OH:9])=[O:8])=[C:5]([NH:12]N)[CH:4]=1.O=[C:15]1[CH2:20][CH2:19][CH2:18][CH:17]([C:21]([O:23][CH2:24][CH3:25])=[O:22])[CH2:16]1. (3) Given the product [NH2:1][C:2]1[CH:14]=[CH:13][C:12]2[C:11]3[C:6](=[CH:7][CH:8]=[CH:9][CH:10]=3)[CH2:5][C:4]=2[C:3]=1[NH2:18], predict the reactants needed to synthesize it. The reactants are: [NH2:1][C:2]1[CH:14]=[CH:13][C:12]2[C:11]3[C:6](=[CH:7][C:8](N)=[CH:9][CH:10]=3)[CH2:5][C:4]=2[CH:3]=1.CC[N:18](CC)CC. (4) Given the product [Cl:20][C:8]1[N:7]([CH3:12])[C:6]2[C:5]([CH:13]([CH2:16][CH3:17])[CH2:14][CH3:15])=[CH:4][CH:3]=[C:2]([Cl:1])[C:10]=2[N:9]=1, predict the reactants needed to synthesize it. The reactants are: [Cl:1][C:2]1[C:10]2[NH:9][C:8](=O)[N:7]([CH3:12])[C:6]=2[C:5]([CH:13]([CH2:16][CH3:17])[CH2:14][CH3:15])=[CH:4][CH:3]=1.P(Cl)(Cl)([Cl:20])=O. (5) Given the product [CH2:1]([N:4]1[C:12]2[CH:11]=[CH:10][C:9]([N:13]([CH3:23])[S:14]([C:17]3[CH:22]=[CH:21][CH:20]=[CH:19][CH:18]=3)(=[O:15])=[O:16])=[CH:8][C:7]=2[CH:6]2[CH2:24][NH:25][CH2:26][CH2:27][CH:5]12)[CH:2]=[CH2:3], predict the reactants needed to synthesize it. The reactants are: [CH2:1]([N:4]1[C:12]2[CH:11]=[CH:10][C:9]([N:13]([CH3:23])[S:14]([C:17]3[CH:22]=[CH:21][CH:20]=[CH:19][CH:18]=3)(=[O:16])=[O:15])=[CH:8][C:7]=2[CH:6]2[CH2:24][N:25](C(OC(C)(C)C)=O)[CH2:26][CH2:27][CH:5]12)[CH:2]=[CH2:3].Cl. (6) Given the product [Cl:1][C:2]1[CH:32]=[CH:31][CH:30]=[C:29]([Cl:33])[C:3]=1[C:4]([NH:6][C@H:7]([C:26]([O:28][CH2:35][CH2:34][N:36]([CH2:40][CH3:41])[CH2:37][CH3:38])=[O:27])[CH2:8][C:9]1[CH:14]=[CH:13][C:12]([O:15][CH2:16][CH2:17][CH2:18][NH:19][C:20]2[CH:25]=[CH:24][CH:23]=[CH:22][N:21]=2)=[CH:11][CH:10]=1)=[O:5], predict the reactants needed to synthesize it. The reactants are: [Cl:1][C:2]1[CH:32]=[CH:31][CH:30]=[C:29]([Cl:33])[C:3]=1[C:4]([NH:6][C@H:7]([C:26]([OH:28])=[O:27])[CH2:8][C:9]1[CH:14]=[CH:13][C:12]([O:15][CH2:16][CH2:17][CH2:18][NH:19][C:20]2[CH:25]=[CH:24][CH:23]=[CH:22][N:21]=2)=[CH:11][CH:10]=1)=[O:5].[CH2:34]([N:36]([CH2:40][CH3:41])[CH2:37][CH2:38]O)[CH3:35].C1C=CC(P(C2C=CC=CC=2)C2C=CC=CC=2)=CC=1.